Dataset: Catalyst prediction with 721,799 reactions and 888 catalyst types from USPTO. Task: Predict which catalyst facilitates the given reaction. (1) Reactant: [NH2:1][CH:2]([CH2:12][C:13]1[CH:18]=[CH:17][CH:16]=[C:15]([C:19]([F:22])([F:21])[F:20])[CH:14]=1)[CH:3]([C:5]1[CH:10]=[CH:9][C:8]([F:11])=[CH:7][CH:6]=1)[OH:4].[F:23][C:24]1[C:33]2[C:28](=[CH:29][CH:30]=[CH:31][CH:32]=2)[C:27]([C:34](O)=[O:35])=[CH:26][CH:25]=1.Cl.C(N=C=NCCCN(C)C)C.ON1C2C=CC=CC=2N=N1. Product: [F:23][C:24]1[C:33]2[C:28](=[CH:29][CH:30]=[CH:31][CH:32]=2)[C:27]([C:34]([NH:1][CH:2]([CH2:12][C:13]2[CH:18]=[CH:17][CH:16]=[C:15]([C:19]([F:22])([F:20])[F:21])[CH:14]=2)[CH:3]([C:5]2[CH:6]=[CH:7][C:8]([F:11])=[CH:9][CH:10]=2)[OH:4])=[O:35])=[CH:26][CH:25]=1. The catalyst class is: 47. (2) Reactant: [C:1]([O:5][C:6]([N:8]1[CH2:13][CH2:12][CH:11]([O:14][C:15]2[CH:20]=[CH:19][C:18]([Cl:21])=[CH:17][C:16]=2/[CH:22]=[C:23]2\[C:24](=[O:33])[NH:25][C:26]3[C:31]\2=[CH:30][CH:29]=[C:28]([Cl:32])[CH:27]=3)[CH2:10][CH2:9]1)=[O:7])([CH3:4])([CH3:3])[CH3:2]. Product: [C:1]([O:5][C:6]([N:25]1[C:26]2[C:31](=[CH:30][CH:29]=[C:28]([Cl:32])[CH:27]=2)/[C:23](=[CH:22]/[C:16]2[CH:17]=[C:18]([Cl:21])[CH:19]=[CH:20][C:15]=2[O:14][CH:11]2[CH2:12][CH2:13][N:8]([C:6]([O:5][C:1]([CH3:4])([CH3:2])[CH3:3])=[O:7])[CH2:9][CH2:10]2)/[C:24]1=[O:33])=[O:7])([CH3:4])([CH3:3])[CH3:2]. The catalyst class is: 172. (3) Reactant: [Cl:1][C:2]1[CH:9]=[C:8]([OH:10])[C:7]([Cl:11])=[CH:6][C:3]=1[C:4]#[N:5].[H-].[Na+].[CH2:14](Br)[CH:15]=[CH2:16]. Product: [CH2:16]([O:10][C:8]1[C:7]([Cl:11])=[CH:6][C:3]([C:4]#[N:5])=[C:2]([Cl:1])[CH:9]=1)[CH:15]=[CH2:14]. The catalyst class is: 3. (4) Reactant: [I:1][C:2]1[CH:10]=[CH:9][C:8]([OH:11])=[CH:7][C:3]=1[C:4]([OH:6])=[O:5].[C:12](=[O:15])([O-])[O-].[Cs+].[Cs+].[CH3:18][O:19][C:20]1[CH:27]=[CH:26][C:23]([CH2:24]Cl)=[CH:22][CH:21]=1.C([O-])(O)=O.[Na+]. Product: [CH3:18][O:19][C:20]1[CH:27]=[CH:26][C:23]([CH2:24][O:5][C:4](=[O:6])[C:3]2[CH:7]=[C:8]([O:11][CH2:4][C:3]3[CH:7]=[CH:8][C:9]([O:15][CH3:12])=[CH:10][CH:2]=3)[CH:9]=[CH:10][C:2]=2[I:1])=[CH:22][CH:21]=1. The catalyst class is: 10. (5) Product: [F:1][C:2]1[CH:7]=[CH:6][C:5]([C:8]2[O:9][C:10]3[CH:20]=[C:19]([N:21]([CH3:26])[S:22]([CH3:25])(=[O:24])=[O:23])[C:18]([C:27]4[CH:28]=[CH:29][C:30]5[O:45][CH2:47][N:35]([C@@H:36]([C:38]6[CH:43]=[CH:42][C:41]([F:44])=[CH:40][CH:39]=6)[CH3:37])[C:33](=[O:34])[C:31]=5[N:32]=4)=[CH:17][C:11]=3[C:12]=2[C:13]([NH:14][CH3:15])=[O:16])=[CH:4][CH:3]=1. Reactant: [F:1][C:2]1[CH:7]=[CH:6][C:5]([C:8]2[O:9][C:10]3[CH:20]=[C:19]([N:21]([CH3:26])[S:22]([CH3:25])(=[O:24])=[O:23])[C:18]([C:27]4[N:32]=[C:31]([C:33]([NH:35][C@@H:36]([C:38]5[CH:43]=[CH:42][C:41]([F:44])=[CH:40][CH:39]=5)[CH3:37])=[O:34])[C:30]([OH:45])=[CH:29][CH:28]=4)=[CH:17][C:11]=3[C:12]=2[C:13](=[O:16])[NH:14][CH3:15])=[CH:4][CH:3]=1.O1COCO[CH2:47]1.OS(O)(=O)=O.S([O-])([O-])(=O)=O.[Na+].[Na+].[OH-].[Na+]. The catalyst class is: 26. (6) Reactant: [Br:1][C:2]1[C:11]([CH2:12][OH:13])=[C:10]2[C:5]([NH:6][C:7]([CH3:16])([CH3:15])[C:8](=[O:14])[NH:9]2)=[CH:4][CH:3]=1.CI.[C:19](=O)([O-])[O-].[Cs+].[Cs+].C(OCC)(=O)C. Product: [Br:1][C:2]1[C:11]([CH2:12][OH:13])=[C:10]2[C:5]([NH:6][C:7]([CH3:16])([CH3:15])[C:8](=[O:14])[N:9]2[CH3:19])=[CH:4][CH:3]=1. The catalyst class is: 35. (7) Reactant: [F:1][C:2]1[CH:7]=[C:6]([NH:8][CH2:9][C:10]2[CH:11]=[C:12]([C:17]3[C:22]([CH3:23])=[CH:21][C:20]([O:24][CH2:25][C:26]4([OH:34])[CH2:31][CH2:30][S:29](=[O:33])(=[O:32])[CH2:28][CH2:27]4)=[CH:19][C:18]=3[CH3:35])[C:13]([CH3:16])=[CH:14][CH:15]=2)[CH:5]=[CH:4][C:3]=1[CH2:36][CH2:37][C:38]([OH:40])=[O:39].[OH-].[Na+].[Cl-].[Ca+2:44].[Cl-]. Product: [Ca+2:44].[F:1][C:2]1[CH:7]=[C:6]([NH:8][CH2:9][C:10]2[CH:11]=[C:12]([C:17]3[C:22]([CH3:23])=[CH:21][C:20]([O:24][CH2:25][C:26]4([OH:34])[CH2:27][CH2:28][S:29](=[O:33])(=[O:32])[CH2:30][CH2:31]4)=[CH:19][C:18]=3[CH3:35])[C:13]([CH3:16])=[CH:14][CH:15]=2)[CH:5]=[CH:4][C:3]=1[CH2:36][CH2:37][C:38]([O-:40])=[O:39].[F:1][C:2]1[CH:7]=[C:6]([NH:8][CH2:9][C:10]2[CH:11]=[C:12]([C:17]3[C:22]([CH3:23])=[CH:21][C:20]([O:24][CH2:25][C:26]4([OH:34])[CH2:27][CH2:28][S:29](=[O:33])(=[O:32])[CH2:30][CH2:31]4)=[CH:19][C:18]=3[CH3:35])[C:13]([CH3:16])=[CH:14][CH:15]=2)[CH:5]=[CH:4][C:3]=1[CH2:36][CH2:37][C:38]([O-:40])=[O:39]. The catalyst class is: 5. (8) Reactant: C(OC([NH:8][S:9]([NH:12][C:13]1[C:14]([CH3:38])=[C:15]2[C:19](=[C:20]([NH:23][C:24](=[O:29])[C:25]([CH3:28])([CH3:27])[CH3:26])[C:21]=1[CH3:22])[N:18]([CH2:30][CH2:31][CH2:32][CH2:33][CH2:34][CH2:35][CH2:36][CH3:37])[CH2:17][CH2:16]2)(=[O:11])=[O:10])=O)(C)(C)C.[ClH:39].CC(O)C.C(OCC)C. Product: [ClH:39].[CH3:38][C:14]1[C:13]([NH:12][S:9](=[O:10])(=[O:11])[NH2:8])=[C:21]([CH3:22])[C:20]([NH:23][C:24](=[O:29])[C:25]([CH3:26])([CH3:27])[CH3:28])=[C:19]2[C:15]=1[CH2:16][CH2:17][N:18]2[CH2:30][CH2:31][CH2:32][CH2:33][CH2:34][CH2:35][CH2:36][CH3:37]. The catalyst class is: 106. (9) Product: [NH2:31][C:10]1[CH:11]=[C:12]([C@@:13]23[N:22]=[C:21]([NH:23][C:24](=[O:30])[O:25][C:26]([CH3:28])([CH3:27])[CH3:29])[S:20][CH2:19][C@@H:18]2[CH2:17][CH2:16][O:15][CH2:14]3)[C:6]2[O:5][C:4]([F:3])([F:34])[O:8][C:7]=2[CH:9]=1. Reactant: [Cl-].[NH4+].[F:3][C:4]1([F:34])[O:8][C:7]2[CH:9]=[C:10]([N+:31]([O-])=O)[CH:11]=[C:12]([C@@:13]34[N:22]=[C:21]([NH:23][C:24](=[O:30])[O:25][C:26]([CH3:29])([CH3:28])[CH3:27])[S:20][CH2:19][C@@H:18]3[CH2:17][CH2:16][O:15][CH2:14]4)[C:6]=2[O:5]1. The catalyst class is: 186.